From a dataset of Peptide-MHC class I binding affinity with 185,985 pairs from IEDB/IMGT. Regression. Given a peptide amino acid sequence and an MHC pseudo amino acid sequence, predict their binding affinity value. This is MHC class I binding data. (1) The peptide sequence is DTWHGFKNM. The MHC is HLA-A23:01 with pseudo-sequence HLA-A23:01. The binding affinity (normalized) is 0.0847. (2) The peptide sequence is NAMGADYYA. The MHC is HLA-A24:03 with pseudo-sequence HLA-A24:03. The binding affinity (normalized) is 0.0847. (3) The peptide sequence is FLLMDALKL. The MHC is HLA-A02:12 with pseudo-sequence HLA-A02:12. The binding affinity (normalized) is 0.756.